This data is from Reaction yield outcomes from USPTO patents with 853,638 reactions. The task is: Predict the reaction yield, written as a fraction of the theoretical maximum amount of product (1.0 means a 100% yield; for example, 0.34 means a 34% yield). (1) The reactants are [Cl:1][C:2]1[CH:10]=[C:6]([C:7]([OH:9])=O)[C:5]([OH:11])=[CH:4][CH:3]=1.[NH2:12][C:13]1[S:14][CH:15]=[C:16]([C:18]2[CH:23]=[CH:22][CH:21]=[C:20]([C:24]([F:27])([F:26])[F:25])[CH:19]=2)[N:17]=1. No catalyst specified. The product is [Cl:1][C:2]1[CH:3]=[CH:4][C:5]([OH:11])=[C:6]([CH:10]=1)[C:7]([NH:12][C:13]1[S:14][CH:15]=[C:16]([C:18]2[CH:23]=[CH:22][CH:21]=[C:20]([C:24]([F:27])([F:25])[F:26])[CH:19]=2)[N:17]=1)=[O:9]. The yield is 0.310. (2) The reactants are [C:1](=[N:9][OH:10])([NH2:8])[C:2]1[CH:7]=[CH:6][CH:5]=[CH:4][CH:3]=1.[OH-].C([N+](CCCC)(CCCC)CCCC)CCC.[OH-].[Na+].[S:31]1[CH:35]=[CH:34][CH:33]=[C:32]1[C:36](Cl)=O. The catalyst is CC1CCCO1.O. The product is [C:2]1([C:1]2[N:8]=[C:36]([C:32]3[S:31][CH:35]=[CH:34][CH:33]=3)[O:10][N:9]=2)[CH:7]=[CH:6][CH:5]=[CH:4][CH:3]=1. The yield is 0.950. (3) The reactants are [CH3:1][O:2][C:3](=[O:16])[C:4]1[CH:9]=[CH:8][C:7]([CH:10]([NH2:15])[CH2:11][C:12]([OH:14])=[O:13])=[CH:6][CH:5]=1.[O:17](C(OC(C)(C)C)=O)[C:18]([O:20][C:21]([CH3:24])([CH3:23])[CH3:22])=O. The catalyst is CC(C)=O. The product is [CH3:1][O:2][C:3](=[O:16])[C:4]1[CH:5]=[CH:6][C:7]([CH:10]([NH:15][C:18]([O:20][C:21]([CH3:24])([CH3:23])[CH3:22])=[O:17])[CH2:11][C:12]([OH:14])=[O:13])=[CH:8][CH:9]=1. The yield is 0.880.